Dataset: M1 muscarinic receptor antagonist screen with 61,756 compounds. Task: Binary Classification. Given a drug SMILES string, predict its activity (active/inactive) in a high-throughput screening assay against a specified biological target. (1) The molecule is S(CC(=O)Nc1cc2oc3c(c2cc1OC)cccc3)c1n(nnn1)c1c(OCC)cccc1. The result is 0 (inactive). (2) The compound is Oc1c(CNc2cc(ccc2)C)cccc1. The result is 0 (inactive).